Dataset: Reaction yield outcomes from USPTO patents with 853,638 reactions. Task: Predict the reaction yield, written as a fraction of the theoretical maximum amount of product (1.0 means a 100% yield; for example, 0.34 means a 34% yield). (1) The reactants are I[C:2]1[S:10][C:5]2=[CH:6][N:7]=[CH:8][CH:9]=[C:4]2[C:3]=1[NH:11][C:12](=[O:18])[O:13][C:14]([CH3:17])([CH3:16])[CH3:15].[N:19]1[CH:24]=[CH:23][CH:22]=[C:21](B(O)O)[CH:20]=1.C([O-])([O-])=O.[K+].[K+]. The catalyst is CC#N.O.O.C1C=CC([P]([Pd]([P](C2C=CC=CC=2)(C2C=CC=CC=2)C2C=CC=CC=2)([P](C2C=CC=CC=2)(C2C=CC=CC=2)C2C=CC=CC=2)[P](C2C=CC=CC=2)(C2C=CC=CC=2)C2C=CC=CC=2)(C2C=CC=CC=2)C2C=CC=CC=2)=CC=1. The product is [N:19]1[CH:24]=[CH:23][CH:22]=[C:21]([C:2]2[S:10][C:5]3=[CH:6][N:7]=[CH:8][CH:9]=[C:4]3[C:3]=2[NH:11][C:12](=[O:18])[O:13][C:14]([CH3:17])([CH3:16])[CH3:15])[CH:20]=1. The yield is 0.830. (2) The reactants are C([N:8]([CH:18]1[CH2:23][CH2:22][CH2:21][CH2:20][CH2:19]1)[CH2:9][C:10]([F:17])([CH3:16])[C:11]([O:13][CH2:14][CH3:15])=[O:12])C1C=CC=CC=1.C(O)(C(F)(F)F)=O. The catalyst is C(O)C.[OH-].[OH-].[Pd+2]. The product is [CH:18]1([NH:8][CH2:9][C:10]([F:17])([CH3:16])[C:11]([O:13][CH2:14][CH3:15])=[O:12])[CH2:19][CH2:20][CH2:21][CH2:22][CH2:23]1. The yield is 0.950. (3) The reactants are [H-].[Na+].[Br:3][C:4]1[CH:5]=[N:6][N:7]([CH3:11])[C:8]=1[CH2:9][OH:10].I[CH3:13]. The catalyst is C1COCC1.CN(C=O)C.C1COCC1.[Cl-].[Na+].O. The product is [Br:3][C:4]1[CH:5]=[N:6][N:7]([CH3:11])[C:8]=1[CH2:9][O:10][CH3:13]. The yield is 0.670. (4) The reactants are [Br:1][C:2]1[CH:7]=[CH:6][C:5]([NH:8][C:9]2[C:10]([C:20]([OH:22])=O)=[CH:11][C:12]3[N:16]([CH3:17])[CH:15]=[N:14][C:13]=3[C:18]=2[Cl:19])=[C:4]([Cl:23])[CH:3]=1.[CH:24]([O:26][CH2:27][CH2:28][O:29][NH2:30])=[CH2:25].C1C=CC2N(O)N=NC=2C=1.C(N(CC)CC)C.CCN=C=NCCCN(C)C. The catalyst is CCOC(C)=O.CN(C)C=O. The product is [CH:24]([O:26][CH2:27][CH2:28][O:29][NH:30][C:20]([C:10]1[C:9]([NH:8][C:5]2[CH:6]=[CH:7][C:2]([Br:1])=[CH:3][C:4]=2[Cl:23])=[C:18]([Cl:19])[C:13]2[N:14]=[CH:15][N:16]([CH3:17])[C:12]=2[CH:11]=1)=[O:22])=[CH2:25]. The yield is 0.850.